Dataset: NCI-60 drug combinations with 297,098 pairs across 59 cell lines. Task: Regression. Given two drug SMILES strings and cell line genomic features, predict the synergy score measuring deviation from expected non-interaction effect. (1) Drug 1: CS(=O)(=O)C1=CC(=C(C=C1)C(=O)NC2=CC(=C(C=C2)Cl)C3=CC=CC=N3)Cl. Drug 2: C1CCC(C(C1)N)N.C(=O)(C(=O)[O-])[O-].[Pt+4]. Cell line: OVCAR-8. Synergy scores: CSS=23.4, Synergy_ZIP=4.92, Synergy_Bliss=11.7, Synergy_Loewe=5.46, Synergy_HSA=12.8. (2) Drug 1: CC1=CC=C(C=C1)C2=CC(=NN2C3=CC=C(C=C3)S(=O)(=O)N)C(F)(F)F. Drug 2: C1CC(=O)NC(=O)C1N2C(=O)C3=CC=CC=C3C2=O. Cell line: MCF7. Synergy scores: CSS=-1.09, Synergy_ZIP=-1.51, Synergy_Bliss=-2.06, Synergy_Loewe=-0.757, Synergy_HSA=-0.772. (3) Drug 2: C1CN(P(=O)(OC1)NCCCl)CCCl. Drug 1: CC1C(C(=O)NC(C(=O)N2CCCC2C(=O)N(CC(=O)N(C(C(=O)O1)C(C)C)C)C)C(C)C)NC(=O)C3=C4C(=C(C=C3)C)OC5=C(C(=O)C(=C(C5=N4)C(=O)NC6C(OC(=O)C(N(C(=O)CN(C(=O)C7CCCN7C(=O)C(NC6=O)C(C)C)C)C)C(C)C)C)N)C. Cell line: HS 578T. Synergy scores: CSS=8.32, Synergy_ZIP=0.650, Synergy_Bliss=9.12, Synergy_Loewe=5.04, Synergy_HSA=4.56. (4) Drug 1: CS(=O)(=O)C1=CC(=C(C=C1)C(=O)NC2=CC(=C(C=C2)Cl)C3=CC=CC=N3)Cl. Drug 2: CC=C1C(=O)NC(C(=O)OC2CC(=O)NC(C(=O)NC(CSSCCC=C2)C(=O)N1)C(C)C)C(C)C. Cell line: MALME-3M. Synergy scores: CSS=59.7, Synergy_ZIP=0.476, Synergy_Bliss=0.136, Synergy_Loewe=-37.5, Synergy_HSA=-0.144. (5) Synergy scores: CSS=4.93, Synergy_ZIP=-4.36, Synergy_Bliss=-3.14, Synergy_Loewe=-7.33, Synergy_HSA=-3.75. Drug 1: CC1CCC2CC(C(=CC=CC=CC(CC(C(=O)C(C(C(=CC(C(=O)CC(OC(=O)C3CCCCN3C(=O)C(=O)C1(O2)O)C(C)CC4CCC(C(C4)OC)O)C)C)O)OC)C)C)C)OC. Cell line: TK-10. Drug 2: C1=CC=C(C=C1)NC(=O)CCCCCCC(=O)NO. (6) Synergy scores: CSS=19.1, Synergy_ZIP=1.77, Synergy_Bliss=6.13, Synergy_Loewe=-9.71, Synergy_HSA=6.63. Drug 1: CC1=C(C=C(C=C1)NC2=NC=CC(=N2)N(C)C3=CC4=NN(C(=C4C=C3)C)C)S(=O)(=O)N.Cl. Drug 2: CC1OCC2C(O1)C(C(C(O2)OC3C4COC(=O)C4C(C5=CC6=C(C=C35)OCO6)C7=CC(=C(C(=C7)OC)O)OC)O)O. Cell line: OVCAR-8.